From a dataset of Experimentally validated miRNA-target interactions with 360,000+ pairs, plus equal number of negative samples. Binary Classification. Given a miRNA mature sequence and a target amino acid sequence, predict their likelihood of interaction. (1) The miRNA is hsa-miR-26b-3p with sequence CCUGUUCUCCAUUACUUGGCU. The protein sequence of the target gene is MSLGLLKFQAVGEEDEEDEEGESLDSVKALTAKLQLQTRRPSYLEWTAQVQSQAWRRAQAKPGPGGPGDICGFDSMDSALEWLRRELREMQAQDRQLAGQLLRLRAQLHRLKMDQACHLHQELLDEAELELELEPGAGLALAPLLRHLGLTRMNISARRFTLC. Result: 0 (no interaction). (2) The miRNA is hsa-miR-373-5p with sequence ACUCAAAAUGGGGGCGCUUUCC. The protein sequence of the target gene is MAAEAADLGLGAAVPVELRRERRMVCVEYPGVVRDVAKMLPTLGGEEGVSRIYADPTKRLELYFRPKDPYCHPVCANRFSTSSLLLRIRKRTRRQKGVLGTEAHSEVTFDMEILGIISTIYKFQGMSDFQYLAVHTEAGGKHTSMYDKVLMLRPEKEAFFHQELPLYIPPPIFSRLDAPVDYFYRPETQHREGYNNPPISGENLIGLSRARRPHNAIFVNFEDEEVPKQPLEAAAQTWRRVCTNPVDRKVEEELRKLFDIRPIWSRNAVKANISVHPDKLKVLLPFIAYYMITGPWRSLW.... Result: 0 (no interaction). (3) The miRNA is mmu-miR-6902-3p with sequence CCAUGUGAUGUGUGGGUUCAG. The protein sequence of the target gene is MSSYFVNSLFTKYKSGDTLRPNYYECGFAQDLGTRPTVVYGPGTGATFQHAPQIQEFYHHGASTLSAAPYQQSPCAVTCHGEPGNFYGYDALQRQTLFGAQDADLVQYSDCKLATGGIGDETDNTEQSPSPTQLFPWMRPQAAGRRRGRQTYSRYQTLELEKEFLFNPYLTRKRRIEVSHALGLTERQVKIWFQNRRMKWKKENNKDKFPSSKSEQEQIEKEKREKEQASGTQSAGEDCDKAKQM. Result: 0 (no interaction). (4) The miRNA is mmu-miR-6948-5p with sequence AGUUCAGACAGGACUGUGACAC. The protein sequence of the target gene is MAVRKKDGGPNVKYYEAADTVTQFDNVRLWLGKNYKKYIQAEPPTNKSLSSLVVQLLQFQEEVFGKHVSNAPLTKLPIKCFLDFKAGGSLCHILAAAYKFKSDQGWRRYDFQNPSRMDRNVEMFMTIEKSLVQNNCLSRPNIFLCPEIEPKLLGKLKDIIKRHQGTVTEDKNNASHVVYPVPGNLEEEEWVRPVMKRDKQVLLHWGYYPDSYDTWIPASEIEASVEDAPTPEKPRKVHAKWILDTDTFNEWMNEEDYEVNDDKNPVSRRKKISAKTLTDEVNSPDSDRRDKKGGNYKKRK.... Result: 0 (no interaction). (5) The miRNA is hsa-miR-525-3p with sequence GAAGGCGCUUCCCUUUAGAGCG. The protein sequence of the target gene is MKKEGSSGSFRLQPNTGSLSRAVSWINFSSLSRQTKRLFRSDGELSVCGQQVEVDDENWIYRAQPRKAVSNLDEESRWTVHYTAPWHQQENVFLPTTRPPCVEDLHRQAKLNLKSVLRECDKLRHDGYRSSQYYSQGPTFAANASPFCDDYQDEDEETDQKCSLSSSEEERFISIRRPKTPASSDFSDLNTQTNWTKSLPLPTPEEKMRQQAQTVQADVVPINITASGTGQDDADGHSVYTPDHYSTLGRFNSCRSAGQRSETRDSSCQTEDVKVVPPSMRRIRAQKGQGIAAQMGHFSG.... Result: 0 (no interaction). (6) The miRNA is hsa-miR-155-5p with sequence UUAAUGCUAAUCGUGAUAGGGGUU. The protein sequence of the target gene is MPQNEYIELHRKRYGYRLDYHEKKRKKESREAHERSKKAKKMIGLKAKLYHKQRHAEKIQMKKTIKMHEKRNTKQKNDEKTPQGAVPAYLLDREGQSRAKVLSNMIKQKRKEKAGKWEVPLPKVRAQGETEVLKVIRTGKRKKKAWKRMVTKVCFVGDGFTRKPPKYERFIRPMGLRFKKAHVTHPELKATFCLPILGVKKNPSSPLYTTLGVITKGTVIEVNVSELGLVTQGGKVIWGKYAQVTNNPENDGCINAVLLV. Result: 1 (interaction). (7) The miRNA is mmu-miR-3102-5p with sequence GUGAGUGGCCAGGGUGGGGCUG. The protein sequence of the target gene is MMIHGFQSSHQDFSFGPWKLTASKTHIMKSADVEKLADELHMPSLPEMMFGDNVLRIQHGSGFGIEFNATDALRCVNNYQGMLKVACAEEWQESRTEGEHSKEVIKPYDWTYTTDYKGTLLGESLKLKVVPTTDHIDTEKLKAREQIKFFEEVLLFEDELHDHGVSSLSVKIRVMPSSFFLLLRFFLRIDGVLIRMNDTRLYHEADKTYMLREYTSRESKIANLMHVPPSLFTEPNEISQYLPIKEAVCEKLVFPERIDPNPVDSQSTPSE. Result: 0 (no interaction).